The task is: Predict the product of the given reaction.. This data is from Forward reaction prediction with 1.9M reactions from USPTO patents (1976-2016). (1) The product is: [CH3:20][C:10]1([C:13]([N:15]2[CH2:19][CH2:18][CH2:17][CH2:16]2)=[O:14])[CH2:11][CH2:12][NH:8][CH2:9]1. Given the reactants C(OC([N:8]1[CH2:12][CH2:11][C:10]([CH3:20])([C:13]([N:15]2[CH2:19][CH2:18][CH2:17][CH2:16]2)=[O:14])[CH2:9]1)=O)(C)(C)C, predict the reaction product. (2) The product is: [ClH:9].[Br:1][C:2]1[CH:3]=[C:4]([C:11]#[N:12])[S:5][C:6]=1[C:7]1[N:21]=[C:19]([NH:18][C:15]([CH3:17])([CH3:16])[CH2:14][OH:13])[S:20][CH:8]=1. Given the reactants [Br:1][C:2]1[CH:3]=[C:4]([C:11]#[N:12])[S:5][C:6]=1[C:7](=O)[CH2:8][Cl:9].[OH:13][CH2:14][C:15]([NH:18][C:19]([NH2:21])=[S:20])([CH3:17])[CH3:16], predict the reaction product.